Dataset: NCI-60 drug combinations with 297,098 pairs across 59 cell lines. Task: Regression. Given two drug SMILES strings and cell line genomic features, predict the synergy score measuring deviation from expected non-interaction effect. (1) Drug 1: C1=NC2=C(N=C(N=C2N1C3C(C(C(O3)CO)O)F)Cl)N. Drug 2: C1CN1C2=NC(=NC(=N2)N3CC3)N4CC4. Cell line: OVCAR-8. Synergy scores: CSS=37.9, Synergy_ZIP=-8.50, Synergy_Bliss=-1.32, Synergy_Loewe=-1.33, Synergy_HSA=2.07. (2) Drug 1: CC(CN1CC(=O)NC(=O)C1)N2CC(=O)NC(=O)C2. Drug 2: CNC(=O)C1=NC=CC(=C1)OC2=CC=C(C=C2)NC(=O)NC3=CC(=C(C=C3)Cl)C(F)(F)F. Cell line: SR. Synergy scores: CSS=79.3, Synergy_ZIP=-1.06, Synergy_Bliss=-2.05, Synergy_Loewe=-1.41, Synergy_HSA=0.624. (3) Drug 1: C1CN1P(=S)(N2CC2)N3CC3. Drug 2: CC1=C(N=C(N=C1N)C(CC(=O)N)NCC(C(=O)N)N)C(=O)NC(C(C2=CN=CN2)OC3C(C(C(C(O3)CO)O)O)OC4C(C(C(C(O4)CO)O)OC(=O)N)O)C(=O)NC(C)C(C(C)C(=O)NC(C(C)O)C(=O)NCCC5=NC(=CS5)C6=NC(=CS6)C(=O)NCCC[S+](C)C)O. Cell line: A498. Synergy scores: CSS=7.20, Synergy_ZIP=-7.37, Synergy_Bliss=-3.42, Synergy_Loewe=-4.18, Synergy_HSA=-1.45. (4) Drug 1: CC1=C(C=C(C=C1)NC(=O)C2=CC=C(C=C2)CN3CCN(CC3)C)NC4=NC=CC(=N4)C5=CN=CC=C5. Drug 2: C1=CN(C=N1)CC(O)(P(=O)(O)O)P(=O)(O)O. Cell line: SNB-19. Synergy scores: CSS=-4.61, Synergy_ZIP=1.46, Synergy_Bliss=0.0626, Synergy_Loewe=-3.85, Synergy_HSA=-3.59. (5) Drug 1: C1CC(=O)NC(=O)C1N2CC3=C(C2=O)C=CC=C3N. Drug 2: CC1=C(C(CCC1)(C)C)C=CC(=CC=CC(=CC(=O)O)C)C. Cell line: DU-145. Synergy scores: CSS=1.59, Synergy_ZIP=-2.12, Synergy_Bliss=-3.25, Synergy_Loewe=-1.77, Synergy_HSA=-1.86. (6) Drug 1: CC1=CC=C(C=C1)C2=CC(=NN2C3=CC=C(C=C3)S(=O)(=O)N)C(F)(F)F. Drug 2: CC1=C(N=C(N=C1N)C(CC(=O)N)NCC(C(=O)N)N)C(=O)NC(C(C2=CN=CN2)OC3C(C(C(C(O3)CO)O)O)OC4C(C(C(C(O4)CO)O)OC(=O)N)O)C(=O)NC(C)C(C(C)C(=O)NC(C(C)O)C(=O)NCCC5=NC(=CS5)C6=NC(=CS6)C(=O)NCCC[S+](C)C)O. Cell line: OVCAR-5. Synergy scores: CSS=21.1, Synergy_ZIP=-5.03, Synergy_Bliss=-2.60, Synergy_Loewe=-17.7, Synergy_HSA=-0.690.